This data is from Reaction yield outcomes from USPTO patents with 853,638 reactions. The task is: Predict the reaction yield, written as a fraction of the theoretical maximum amount of product (1.0 means a 100% yield; for example, 0.34 means a 34% yield). (1) The reactants are [F:1][C:2]1[CH:3]=[C:4]([NH:9][C:10]([NH:12][C:13](=[O:22])[CH2:14][C:15]2[CH:20]=[CH:19][C:18]([F:21])=[CH:17][CH:16]=2)=[S:11])[CH:5]=[CH:6][C:7]=1[OH:8].Cl[C:24]1[N:29]=[C:28]([Cl:30])[N:27]=[C:26]2[N:31]([CH3:34])[N:32]=[CH:33][C:25]=12.C([O-])([O-])=O.[K+].[K+]. The catalyst is CN(C=O)C. The product is [Cl:30][C:28]1[N:27]=[C:26]2[N:31]([CH3:34])[N:32]=[CH:33][C:25]2=[C:24]([O:8][C:7]2[CH:6]=[CH:5][C:4]([NH:9][C:10]([NH:12][C:13](=[O:22])[CH2:14][C:15]3[CH:16]=[CH:17][C:18]([F:21])=[CH:19][CH:20]=3)=[S:11])=[CH:3][C:2]=2[F:1])[N:29]=1. The yield is 0.600. (2) The reactants are [F:1][C:2]1[CH:3]=[C:4]2[C:13](=[CH:14][CH:15]=1)[C:12]1[CH:11]=[CH:10][CH:9]=[CH:8][C:7]=1[N:6]([S:16]([C:19]1[CH:24]=[CH:23][C:22]([O:25]C)=[C:21]([CH3:27])[CH:20]=1)(=[O:18])=[O:17])[CH:5]2[CH3:28].B(Cl)(Cl)Cl.ClCCl.C(=O)(O)[O-].[Na+]. The catalyst is [I-].C([N+](CCCC)(CCCC)CCCC)CCC.CCOCC.O. The product is [F:1][C:2]1[CH:3]=[C:4]2[C:13](=[CH:14][CH:15]=1)[C:12]1[CH:11]=[CH:10][CH:9]=[CH:8][C:7]=1[N:6]([S:16]([C:19]1[CH:24]=[CH:23][C:22]([OH:25])=[C:21]([CH3:27])[CH:20]=1)(=[O:18])=[O:17])[CH:5]2[CH3:28]. The yield is 0.730. (3) The reactants are Br[C:2]1[CH:8]=[CH:7][C:5]([NH2:6])=[C:4]([F:9])[CH:3]=1.[CH:10]1(B(O)O)[CH2:12][CH2:11]1.C1(P(C2CCCCC2)C2CCCCC2)CCCCC1.P([O-])([O-])([O-])=O.[K+].[K+].[K+]. The catalyst is C1(C)C=CC=CC=1.O.C([O-])(=O)C.[Pd+2].C([O-])(=O)C. The product is [CH:10]1([C:2]2[CH:8]=[CH:7][C:5]([NH2:6])=[C:4]([F:9])[CH:3]=2)[CH2:12][CH2:11]1. The yield is 0.450. (4) The reactants are [Cl:1][C:2]1[CH:13]=[CH:12][C:5]2[NH:6][C:7](=[O:11])[O:8][C:9](=[O:10])[C:4]=2[CH:3]=1.[H-].[Na+].[CH2:16](Br)[C:17]1[CH:22]=[CH:21][CH:20]=[CH:19][CH:18]=1. The catalyst is CN(C=O)C. The product is [CH2:16]([N:6]1[C:5]2[CH:12]=[CH:13][C:2]([Cl:1])=[CH:3][C:4]=2[C:9](=[O:10])[O:8][C:7]1=[O:11])[C:17]1[CH:22]=[CH:21][CH:20]=[CH:19][CH:18]=1. The yield is 0.900. (5) The reactants are [C:1](Cl)(Cl)=[O:2].[CH3:5][O:6][C:7](=[O:25])[CH:8]([OH:24])[CH2:9][NH:10][C:11]1[CH:12]=[C:13]2[C:18](=[C:19]([F:21])[CH:20]=1)[N:17]([CH3:22])[C:16](=[O:23])[CH2:15][CH2:14]2.C(N(CC)CC)C. The product is [CH3:5][O:6][C:7]([C@@H:8]1[O:24][C:1](=[O:2])[N:10]([C:11]2[CH:12]=[C:13]3[C:18](=[C:19]([F:21])[CH:20]=2)[N:17]([CH3:22])[C:16](=[O:23])[CH2:15][CH2:14]3)[CH2:9]1)=[O:25]. The yield is 0.830. The catalyst is ClCCl. (6) The reactants are [CH3:1][O:2][C:3]1[CH:26]=[C:25]([O:27][CH3:28])[CH:24]=[CH:23][C:4]=1[CH2:5][N:6]1[C:14](=O)[C:13]2[C:8](=[CH:9][CH:10]=[CH:11][C:12]=2[O:16][CH2:17][CH2:18][N:19]([CH3:21])[CH3:20])[C:7]1=O.[H-].[Al+3].[Li+].[H-].[H-].[H-].C1COCC1. The yield is 1.03. No catalyst specified. The product is [CH3:1][O:2][C:3]1[CH:26]=[C:25]([O:27][CH3:28])[CH:24]=[CH:23][C:4]=1[CH2:5][N:6]1[CH2:14][C:13]2[C:8](=[CH:9][CH:10]=[CH:11][C:12]=2[O:16][CH2:17][CH2:18][N:19]([CH3:21])[CH3:20])[CH2:7]1.